Dataset: Forward reaction prediction with 1.9M reactions from USPTO patents (1976-2016). Task: Predict the product of the given reaction. (1) Given the reactants Br[C:2]1[CH:11]=C[C:5](C(OC)=O)=[C:4]([F:12])[CH:3]=1.[B:22]1([B:22]2[O:26][C:25]([CH3:28])([CH3:27])[C:24]([CH3:30])([CH3:29])[O:23]2)[O:26][C:25]([CH3:28])([CH3:27])[C:24]([CH3:30])([CH3:29])[O:23]1.[C:31]([O-:34])(=[O:33])[CH3:32].[K+].O1CCOC[CH2:37]1, predict the reaction product. The product is: [F:12][C:4]1[CH:5]=[C:32]([CH:11]=[CH:2][C:3]=1[B:22]1[O:23][C:24]([CH3:29])([CH3:30])[C:25]([CH3:27])([CH3:28])[O:26]1)[C:31]([O:34][CH3:37])=[O:33]. (2) Given the reactants Cl[C:2]1[CH:7]=[CH:6][N:5]=[C:4]([C:8]([F:11])([F:10])[F:9])[CH:3]=1.CS(C)=O.N12CCCN=C1CCCCC2.[NH2:27][CH2:28][C:29]1[CH:34]=[CH:33][CH:32]=[CH:31][C:30]=1[OH:35], predict the reaction product. The product is: [F:9][C:8]([F:11])([F:10])[C:4]1[CH:3]=[C:2]([NH:27][CH2:28][C:29]2[CH:34]=[CH:33][CH:32]=[CH:31][C:30]=2[OH:35])[CH:7]=[CH:6][N:5]=1.